From a dataset of Full USPTO retrosynthesis dataset with 1.9M reactions from patents (1976-2016). Predict the reactants needed to synthesize the given product. (1) Given the product [NH:4]1[C:5]2=[N:6][CH:7]=[CH:8][CH:9]=[C:10]2[C:2]([CH:18]=[O:19])=[CH:3]1, predict the reactants needed to synthesize it. The reactants are: Br[C:2]1[C:10]2[C:5](=[N:6][CH:7]=[CH:8][CH:9]=2)[NH:4][CH:3]=1.C([Li])CCC.CN(C)[CH:18]=[O:19]. (2) Given the product [I:32][C:2]1[CH:26]=[CH:25][C:5]2[C:6]3[CH:12]=[CH:11][C:10]([S:13]([NH:16][C@@H:17]([CH:22]([CH3:24])[CH3:23])[C:18]([O:20][CH3:21])=[O:19])(=[O:15])=[O:14])=[CH:9][C:7]=3[O:8][C:4]=2[CH:3]=1, predict the reactants needed to synthesize it. The reactants are: N[C:2]1[CH:26]=[CH:25][C:5]2[C:6]3[CH:12]=[CH:11][C:10]([S:13]([NH:16][C@@H:17]([CH:22]([CH3:24])[CH3:23])[C:18]([O:20][CH3:21])=[O:19])(=[O:15])=[O:14])=[CH:9][C:7]=3[O:8][C:4]=2[CH:3]=1.N([O-])=O.[Na+].[Na+].[I-:32]. (3) Given the product [Cl:1][C:2]1[N:10]=[C:9]2[C:5]([N:6]([CH2:11][C:12]3[CH:13]=[CH:14][C:15]([C:18]([F:19])([F:20])[F:21])=[CH:16][CH:17]=3)[CH:7]=[N:8]2)=[C:4]([NH:22][C@@H:23]([CH:27]2[CH2:28][CH2:29][CH2:30]2)[CH2:24][CH2:25][CH2:26][OH:35])[N:3]=1, predict the reactants needed to synthesize it. The reactants are: [Cl:1][C:2]1[N:10]=[C:9]2[C:5]([N:6]([CH2:11][C:12]3[CH:17]=[CH:16][C:15]([C:18]([F:21])([F:20])[F:19])=[CH:14][CH:13]=3)[CH:7]=[N:8]2)=[C:4]([NH:22][C@@H:23]([CH:27]2[CH2:30][CH2:29][CH2:28]2)[CH2:24][CH:25]=[CH2:26])[N:3]=1.B.C1C[O:35]CC1.OO. (4) Given the product [F:24][C:23]([F:26])([F:25])[CH:2]([OH:1])[CH2:3][O:4][CH:5]1[CH2:10][CH2:9][N:8]([C:11]([O:13][CH2:14][C:15]2[CH:16]=[CH:17][CH:18]=[CH:19][CH:20]=2)=[O:12])[CH2:7][CH2:6]1, predict the reactants needed to synthesize it. The reactants are: [O:1]=[CH:2][CH2:3][O:4][CH:5]1[CH2:10][CH2:9][N:8]([C:11]([O:13][CH2:14][C:15]2[CH:20]=[CH:19][CH:18]=[CH:17][CH:16]=2)=[O:12])[CH2:7][CH2:6]1.C[Si](C)(C)[C:23]([F:26])([F:25])[F:24].C1COCC1. (5) Given the product [CH3:29][O:28][C:26]([C:25]1[CH:24]=[C:23]([CH:32]=[CH:31][CH:30]=1)[CH2:22][N:5]1[C:6]2[C:11](=[CH:10][CH:9]=[CH:8][CH:7]=2)[C:12](=[O:14])[NH:13][C:4]1=[O:3])=[O:27], predict the reactants needed to synthesize it. The reactants are: C[Si](C)(C)[O:3][C:4]1[N:13]=[C:12]([O:14][Si](C)(C)C)[C:11]2[C:6](=[CH:7][CH:8]=[CH:9][CH:10]=2)[N:5]=1.Br[CH2:22][C:23]1[CH:24]=[C:25]([CH:30]=[CH:31][CH:32]=1)[C:26]([O:28][CH3:29])=[O:27].CN(C=O)C.O1CCOCC1. (6) The reactants are: [C:1]([O:5][C:6]([N:8]1[C:16]2[C:11](=[CH:12][CH:13]=[C:14]([NH2:17])[CH:15]=2)[C:10]([C:18]2[CH:23]=[CH:22][CH:21]=[CH:20][CH:19]=2)=[N:9]1)=[O:7])([CH3:4])([CH3:3])[CH3:2].Br[C:25]1[CH:30]=[CH:29][C:28]([C:31]([F:34])([F:33])[F:32])=[CH:27][CH:26]=1. Given the product [C:1]([O:5][C:6]([N:8]1[C:16]2[C:11](=[CH:12][CH:13]=[C:14]([NH:17][C:25]3[CH:30]=[CH:29][C:28]([C:31]([F:34])([F:33])[F:32])=[CH:27][CH:26]=3)[CH:15]=2)[C:10]([C:18]2[CH:23]=[CH:22][CH:21]=[CH:20][CH:19]=2)=[N:9]1)=[O:7])([CH3:4])([CH3:2])[CH3:3], predict the reactants needed to synthesize it. (7) Given the product [CH3:20][O:19][C:16]1[CH:17]=[CH:18][C:13]([CH2:12][N:8]2[C:9]3[N:10]=[CH:11][C:2]([N:30]4[C:29](=[O:32])[CH:28]=[CH:27][C:26]([CH3:25])=[N:31]4)=[CH:3][C:4]=3[C:5]3=[N:24][CH:23]=[N:22][N:6]3[C:7]2=[O:21])=[CH:14][CH:15]=1, predict the reactants needed to synthesize it. The reactants are: Br[C:2]1[CH:11]=[N:10][C:9]2[N:8]([CH2:12][C:13]3[CH:18]=[CH:17][C:16]([O:19][CH3:20])=[CH:15][CH:14]=3)[C:7](=[O:21])[N:6]3[N:22]=[CH:23][N:24]=[C:5]3[C:4]=2[CH:3]=1.[CH3:25][C:26]1[CH:27]=[CH:28][C:29](=[O:32])[NH:30][N:31]=1.N[C@@H]1CCCC[C@H]1N.C([O-])([O-])=O.[Cs+].[Cs+].